Dataset: Peptide-MHC class II binding affinity with 134,281 pairs from IEDB. Task: Regression. Given a peptide amino acid sequence and an MHC pseudo amino acid sequence, predict their binding affinity value. This is MHC class II binding data. The peptide sequence is PAPMLAAAAGWQTLS. The MHC is DRB1_0901 with pseudo-sequence DRB1_0901. The binding affinity (normalized) is 0.834.